From a dataset of Full USPTO retrosynthesis dataset with 1.9M reactions from patents (1976-2016). Predict the reactants needed to synthesize the given product. (1) The reactants are: CC1C=CC2C=CC3C=CC(C)=NC=3C=2N=1.[CH2:17]([O:22][C:23](=[O:32])[C:24]1[C:29](I)=[CH:28][N:27]=[C:26]([NH2:31])[CH:25]=1)[CH2:18][CH2:19][CH2:20][CH3:21].[N:33]1([S:39]([C:42]2[CH:47]=[CH:46][C:45]([SH:48])=[CH:44][CH:43]=2)(=[O:41])=[O:40])[CH2:38][CH2:37][CH2:36][CH2:35][CH2:34]1.CC(C)([O-])C.[Na+]. Given the product [CH2:17]([O:22][C:23](=[O:32])[C:24]1[C:29]([S:48][C:45]2[CH:44]=[CH:43][C:42]([S:39]([N:33]3[CH2:38][CH2:37][CH2:36][CH2:35][CH2:34]3)(=[O:40])=[O:41])=[CH:47][CH:46]=2)=[CH:28][N:27]=[C:26]([NH2:31])[CH:25]=1)[CH2:18][CH2:19][CH2:20][CH3:21], predict the reactants needed to synthesize it. (2) Given the product [BrH:13].[CH3:12][C:11]1[S:20][C:16]2=[N:15][CH2:19][CH2:18][N:17]2[C:10]=1[C:3]1[C:4]2[CH:9]=[CH:8][CH:7]=[CH:6][C:5]=2[S:1][N:2]=1, predict the reactants needed to synthesize it. The reactants are: [S:1]1[C:5]2[CH:6]=[CH:7][CH:8]=[CH:9][C:4]=2[C:3]([C:10](=O)[CH:11]([Br:13])[CH3:12])=[N:2]1.[NH:15]1[CH2:19][CH2:18][NH:17][C:16]1=[S:20].CC(O)=O. (3) The reactants are: [CH3:1][C:2]([CH3:13])([CH3:12])[C:3]([NH:5][C:6]1[CH:7]=[N:8][CH:9]=[CH:10][CH:11]=1)=[O:4].CN(CCN(C)C)C.C([Li])CCC.[I:27]I.[O-]S([O-])(=S)=O.[Na+].[Na+]. Given the product [I:27][C:11]1[CH:10]=[CH:9][N:8]=[CH:7][C:6]=1[NH:5][C:3](=[O:4])[C:2]([CH3:13])([CH3:12])[CH3:1], predict the reactants needed to synthesize it.